This data is from Reaction yield outcomes from USPTO patents with 853,638 reactions. The task is: Predict the reaction yield, written as a fraction of the theoretical maximum amount of product (1.0 means a 100% yield; for example, 0.34 means a 34% yield). The reactants are [Na].[CH3:2][O:3][CH2:4][CH2:5][CH2:6][O:7][C:8]1[CH:13]=[CH:12][N:11]=[C:10]([CH2:14][S:15]([C:17]2[NH:21][C:20]3[CH:22]=[CH:23][CH:24]=[CH:25][C:19]=3[N:18]=2)=[O:16])[C:9]=1[CH3:26].CCN(CC)CC.[C:34]1([CH3:62])[CH:39]=[CH:38][C:37]([S:40]([CH2:43][CH2:44][O:45][C:46](=[O:61])[CH2:47][O:48][C:49]2[CH:54]=[C:53]([CH3:55])[C:52]([S:56](Cl)(=[O:58])=[O:57])=[C:51]([CH3:60])[CH:50]=2)(=[O:42])=[O:41])=[CH:36][CH:35]=1.C([O-])(O)=O.[Na+]. The catalyst is C(Cl)Cl. The product is [C:34]1([CH3:62])[CH:39]=[CH:38][C:37]([S:40]([CH2:43][CH2:44][O:45][C:46](=[O:61])[CH2:47][O:48][C:49]2[CH:50]=[C:51]([CH3:60])[C:52]([S:56]([N:21]3[C:20]4[CH:22]=[CH:23][CH:24]=[CH:25][C:19]=4[N:18]=[C:17]3[S:15]([CH2:14][C:10]3[C:9]([CH3:26])=[C:8]([O:7][CH2:6][CH2:5][CH2:4][O:3][CH3:2])[CH:13]=[CH:12][N:11]=3)=[O:16])(=[O:57])=[O:58])=[C:53]([CH3:55])[CH:54]=2)(=[O:41])=[O:42])=[CH:36][CH:35]=1. The yield is 0.770.